Dataset: Forward reaction prediction with 1.9M reactions from USPTO patents (1976-2016). Task: Predict the product of the given reaction. (1) Given the reactants C(OC(=O)[N:7]([N:22]1[CH2:27][CH2:26][N:25]([CH2:28][CH2:29][O:30][CH3:31])[CH2:24][CH2:23]1)[C:8]([C:10]1[CH:11]=[N:12][C:13]([C:16]2[CH:21]=[CH:20][CH:19]=[CH:18][CH:17]=2)=[N:14][CH:15]=1)=[O:9])(C)(C)C.[H-].[Na+].IC, predict the reaction product. The product is: [CH3:31][O:30][CH2:29][CH2:28][N:25]1[CH2:24][CH2:23][N:22]([NH:7][C:8]([C:10]2[CH:15]=[N:14][C:13]([C:16]3[CH:21]=[CH:20][CH:19]=[CH:18][CH:17]=3)=[N:12][CH:11]=2)=[O:9])[CH2:27][CH2:26]1. (2) Given the reactants Cl.[F:2][C:3]1[CH:17]=[CH:16][C:6]2[C:7]([CH:10]3[CH2:15][CH2:14][NH:13][CH2:12][CH2:11]3)=[N:8][O:9][C:5]=2[CH:4]=1.Cl[CH2:19][CH2:20][C:21]1[CH:22]=[C:23]2[C:28](=[CH:29][CH:30]=1)[NH:27][C:26](=[O:31])[CH2:25][C:24]2([CH3:33])[CH3:32], predict the reaction product. The product is: [F:2][C:3]1[CH:17]=[CH:16][C:6]2[C:7]([CH:10]3[CH2:11][CH2:12][N:13]([CH2:19][CH2:20][C:21]4[CH:22]=[C:23]5[C:28](=[CH:29][CH:30]=4)[NH:27][C:26](=[O:31])[CH2:25][C:24]5([CH3:32])[CH3:33])[CH2:14][CH2:15]3)=[N:8][O:9][C:5]=2[CH:4]=1.